Task: Predict the product of the given reaction.. Dataset: Forward reaction prediction with 1.9M reactions from USPTO patents (1976-2016) (1) The product is: [NH:22]1[C:23]2[C:28](=[CH:27][CH:26]=[CH:25][CH:24]=2)[C:20]([CH2:19][CH2:18][N:17]2[C:3](=[O:5])[C:2]([OH:1])=[C:8]([C:9](=[O:16])[C:10]3[CH:11]=[CH:12][CH:13]=[CH:14][CH:15]=3)[CH:29]2[C:31]2[CH:40]=[CH:39][C:34]([C:35]([O:37][CH3:38])=[O:36])=[CH:33][CH:32]=2)=[CH:21]1. Given the reactants [OH:1]/[C:2](=[CH:8]\[C:9](=[O:16])[C:10]1[CH:15]=[CH:14][CH:13]=[CH:12][CH:11]=1)/[C:3]([O:5]CC)=O.[NH2:17][CH2:18][CH2:19][C:20]1[C:28]2[C:23](=[CH:24][CH:25]=[CH:26][CH:27]=2)[NH:22][CH:21]=1.[CH:29]([C:31]1[CH:40]=[CH:39][C:34]([C:35]([O:37][CH3:38])=[O:36])=[CH:33][CH:32]=1)=O, predict the reaction product. (2) Given the reactants C[O:2][C:3](=O)[C:4]1[CH:9]=[C:8]([F:10])[CH:7]=[CH:6][C:5]=1[Br:11].[BH4-].[Na+].[Li+].[Cl-].Cl, predict the reaction product. The product is: [Br:11][C:5]1[CH:6]=[CH:7][C:8]([F:10])=[CH:9][C:4]=1[CH2:3][OH:2]. (3) Given the reactants [Cl:1][C:2]1[CH:38]=[CH:37][CH:36]=[CH:35][C:3]=1[C:4]([C:6]1[CH:34]=[CH:33][C:9]2[N:10]([CH2:14][CH2:15][O:16][C:17]3[CH:32]=[CH:31][C:20]([CH:21]=[C:22]([C:27]([O:29][CH3:30])=[O:28])[C:23]([O:25][CH3:26])=[O:24])=[CH:19][CH:18]=3)[C:11](=[O:13])[S:12][C:8]=2[CH:7]=1)=[O:5], predict the reaction product. The product is: [Cl:1][C:2]1[CH:38]=[CH:37][CH:36]=[CH:35][C:3]=1[C:4]([C:6]1[CH:34]=[CH:33][C:9]2[N:10]([CH2:14][CH2:15][O:16][C:17]3[CH:18]=[CH:19][C:20]([CH2:21][CH:22]([C:23]([O:25][CH3:26])=[O:24])[C:27]([O:29][CH3:30])=[O:28])=[CH:31][CH:32]=3)[C:11](=[O:13])[S:12][C:8]=2[CH:7]=1)=[O:5]. (4) Given the reactants [OH:1][CH2:2][CH:3]1[CH2:8][N:7]2[N:9]=[C:10]([C:14]3[CH:19]=[CH:18][C:17]([O:20][C:21]4[CH:26]=[CH:25][CH:24]=[CH:23][CH:22]=4)=[CH:16][CH:15]=3)[C:11]([C:12]#[N:13])=[C:6]2[NH:5][CH2:4]1.ClCCC(NC1C=C(C2N3N=C(C4C=CC(OC5C=CC=CC=5)=CC=4)C(C(N)=O)=C3NCC2)C=CC=1)=[O:31], predict the reaction product. The product is: [OH:1][CH2:2][CH:3]1[CH2:8][N:7]2[N:9]=[C:10]([C:14]3[CH:19]=[CH:18][C:17]([O:20][C:21]4[CH:26]=[CH:25][CH:24]=[CH:23][CH:22]=4)=[CH:16][CH:15]=3)[C:11]([C:12]([NH2:13])=[O:31])=[C:6]2[NH:5][CH2:4]1. (5) Given the reactants [Br:1][C:2]1[CH:7]=[C:6]([F:8])[CH:5]=[CH:4][C:3]=1[CH:9]1[N:14]=[C:13]([C:15]2[S:16][CH:17]=[CH:18][N:19]=2)[NH:12][C:11]([CH2:20][N:21]2[CH2:26][CH2:25][O:24][CH:23]([CH2:27][CH2:28][C:29](O)=[O:30])[CH2:22]2)=[C:10]1[C:32]([O:34][CH2:35][CH3:36])=[O:33].Cl.[CH3:38][NH2:39], predict the reaction product. The product is: [Br:1][C:2]1[CH:7]=[C:6]([F:8])[CH:5]=[CH:4][C:3]=1[CH:9]1[C:10]([C:32]([O:34][CH2:35][CH3:36])=[O:33])=[C:11]([CH2:20][N:21]2[CH2:26][CH2:25][O:24][CH:23]([CH2:27][CH2:28][C:29]([NH:39][CH3:38])=[O:30])[CH2:22]2)[NH:12][C:13]([C:15]2[S:16][CH:17]=[CH:18][N:19]=2)=[N:14]1. (6) Given the reactants [CH:1]1([C:4]2[NH:8][N:7]=[C:6]([NH:9][C:10]3[CH:15]=[CH:14][N:13]=[C:12]([NH:16][CH2:17][C:18]4[CH:26]=[CH:25][CH:24]=[C:23]5[C:19]=4[CH:20]=[CH:21][N:22]5S(C4C=CC(C)=CC=4)(=O)=O)[N:11]=3)[CH:5]=2)[CH2:3][CH2:2]1.[OH-].[K+], predict the reaction product. The product is: [NH:22]1[C:23]2[C:19](=[C:18]([CH2:17][NH:16][C:12]3[N:11]=[C:10]([NH:9][C:6]4[CH:5]=[C:4]([CH:1]5[CH2:2][CH2:3]5)[NH:8][N:7]=4)[CH:15]=[CH:14][N:13]=3)[CH:26]=[CH:25][CH:24]=2)[CH:20]=[CH:21]1. (7) Given the reactants [C:1]([C:4]1[CH:5]=[C:6]([NH:11][S:12]([CH3:15])(=[O:14])=[O:13])[CH:7]=[C:8]([Cl:10])[CH:9]=1)(=[O:3])[CH3:2].[Br:16]Br.O, predict the reaction product. The product is: [Br:16][CH2:2][C:1]([C:4]1[CH:5]=[C:6]([NH:11][S:12]([CH3:15])(=[O:13])=[O:14])[CH:7]=[C:8]([Cl:10])[CH:9]=1)=[O:3]. (8) Given the reactants C[C:2]1[C:3]([NH:13][C:14]([C:27]2[CH:32]=[CH:31][CH:30]=[CH:29][CH:28]=2)([C:21]2[CH:26]=[CH:25][CH:24]=[CH:23][CH:22]=2)[C:15]2[CH:20]=[CH:19][CH:18]=[CH:17][CH:16]=2)([C:10](O)=[O:11])[NH:4][CH:5]=[CH:6][C:7]=1[O:8][CH3:9].[H-].C([Al+]CC(C)C)C(C)C.C(OCC)C.N, predict the reaction product. The product is: [CH3:9][O:8][C:7]1[CH:6]=[CH:5][NH:4][C:3]([NH:13][C:14]([C:27]2[CH:32]=[CH:31][CH:30]=[CH:29][CH:28]=2)([C:21]2[CH:22]=[CH:23][CH:24]=[CH:25][CH:26]=2)[C:15]2[CH:20]=[CH:19][CH:18]=[CH:17][CH:16]=2)([CH:10]=[O:11])[CH:2]=1. (9) The product is: [CH:18]([N:17]1[C:11]2[CH:10]=[C:9]([NH:8][C:6]3[CH:5]=[CH:4][N:3]=[C:2]([N:26]4[CH2:27][CH:24]([O:23][CH3:22])[CH2:25]4)[N:7]=3)[N:14]=[CH:13][C:12]=2[N:15]=[CH:16]1)([CH3:20])[CH3:19]. Given the reactants Cl[C:2]1[N:7]=[C:6]([NH:8][C:9]2[N:14]=[CH:13][C:12]3[N:15]=[CH:16][N:17]([CH:18]([CH3:20])[CH3:19])[C:11]=3[CH:10]=2)[CH:5]=[CH:4][N:3]=1.Cl.[CH3:22][O:23][CH:24]1[CH2:27][NH:26][CH2:25]1.C([O-])([O-])=O.[Cs+].[Cs+], predict the reaction product. (10) Given the reactants [F:1][C:2]1[C:10]([F:11])=[CH:9][CH:8]=[C:7]2[C:3]=1[CH2:4][C:5](=[O:12])[NH:6]2.[C:13](OC(=O)C)(=[O:15])[CH3:14], predict the reaction product. The product is: [C:13]([N:6]1[C:7]2[C:3](=[C:2]([F:1])[C:10]([F:11])=[CH:9][CH:8]=2)[CH2:4][C:5]1=[O:12])(=[O:15])[CH3:14].